From a dataset of Forward reaction prediction with 1.9M reactions from USPTO patents (1976-2016). Predict the product of the given reaction. (1) The product is: [Cl:1][C:2]1[CH:7]=[CH:6][C:5]([C:8]2([CH2:21][CH:22]=[O:33])[CH2:13][CH2:12][N:11]([C:14]([O:16][C:17]([CH3:20])([CH3:19])[CH3:18])=[O:15])[CH2:10][CH2:9]2)=[CH:4][CH:3]=1. Given the reactants [Cl:1][C:2]1[CH:7]=[CH:6][C:5]([C:8]2([CH2:21][C:22]#N)[CH2:13][CH2:12][N:11]([C:14]([O:16][C:17]([CH3:20])([CH3:19])[CH3:18])=[O:15])[CH2:10][CH2:9]2)=[CH:4][CH:3]=1.CC(C[AlH]CC(C)C)C.[O:33]1CCCC1, predict the reaction product. (2) Given the reactants [C:1]([C:5]1[CH:10]=[CH:9][CH:8]=[CH:7][C:6]=1[OH:11])([CH3:4])([CH3:3])[CH3:2].Br[C:13]1[S:14][CH:15]=[C:16]([C:18]([NH:20][C:21]2[C:22]([O:43][CH3:44])=[N:23][C:24]([NH:29][CH2:30][CH2:31][N:32]([CH:40]([CH3:42])[CH3:41])[C:33](=[O:39])[O:34][C:35]([CH3:38])([CH3:37])[CH3:36])=[N:25][C:26]=2[O:27][CH3:28])=[O:19])[N:17]=1.C(C1C=C(C=CC=1)OC1OC=C(C(OCC)=O)N=1)(C)(C)C, predict the reaction product. The product is: [C:1]([C:5]1[CH:10]=[CH:9][CH:8]=[CH:7][C:6]=1[O:11][C:13]1[S:14][CH:15]=[C:16]([C:18]([NH:20][C:21]2[C:22]([O:43][CH3:44])=[N:23][C:24]([NH:29][CH2:30][CH2:31][N:32]([CH:40]([CH3:41])[CH3:42])[C:33](=[O:39])[O:34][C:35]([CH3:37])([CH3:38])[CH3:36])=[N:25][C:26]=2[O:27][CH3:28])=[O:19])[N:17]=1)([CH3:4])([CH3:2])[CH3:3]. (3) Given the reactants [Cl:1][C:2]1[CH:24]=[C:23]([S:25]([CH2:28][CH3:29])(=[O:27])=[O:26])[CH:22]=[CH:21][C:3]=1[O:4][C:5]1[CH:6]=[C:7]([CH2:17][C:18](O)=[O:19])[CH:8]=[C:9]([C:11]2[CH:16]=[CH:15][CH:14]=[CH:13][CH:12]=2)[CH:10]=1.C1N=CN(C(N2C=NC=C2)=O)C=1.[CH2:42]([S:44]([NH2:47])(=[O:46])=[O:45])[CH3:43].C1CCN2C(=NCCC2)CC1, predict the reaction product. The product is: [Cl:1][C:2]1[CH:24]=[C:23]([S:25]([CH2:28][CH3:29])(=[O:26])=[O:27])[CH:22]=[CH:21][C:3]=1[O:4][C:5]1[CH:6]=[C:7]([CH2:17][C:18]([NH:47][S:44]([CH2:42][CH3:43])(=[O:46])=[O:45])=[O:19])[CH:8]=[C:9]([C:11]2[CH:12]=[CH:13][CH:14]=[CH:15][CH:16]=2)[CH:10]=1. (4) Given the reactants F[C:2]1[CH:7]=[C:6]([C:8]2[C:9]([C:13]3[CH:18]=[CH:17][C:16]([F:19])=[CH:15][CH:14]=3)=[N:10][NH:11][CH:12]=2)[CH:5]=[CH:4][N:3]=1.C([O-])(O)=[O:21].[Na+].O, predict the reaction product. The product is: [F:19][C:16]1[CH:17]=[CH:18][C:13]([C:9]2[C:8]([C:6]3[CH:5]=[CH:4][NH:3][C:2](=[O:21])[CH:7]=3)=[CH:12][NH:11][N:10]=2)=[CH:14][CH:15]=1. (5) Given the reactants [C:1](Cl)(=[O:4])[CH2:2][CH3:3].[NH2:6][C:7]1[CH:14]=[C:13]([C:15]2[CH:16]=[CH:17][C:18]3[O:22][C:21]([C:27]4[CH:32]=[C:31]([Cl:33])[CH:30]=[C:29]([Cl:34])[CH:28]=4)([C:23]([F:26])([F:25])[F:24])[CH2:20][C:19]=3[CH:35]=2)[CH:12]=[CH:11][C:8]=1[C:9]#[N:10].C(=O)([O-])[O-].[K+].[K+].O, predict the reaction product. The product is: [C:9]([C:8]1[CH:11]=[CH:12][C:13]([C:15]2[CH:16]=[CH:17][C:18]3[O:22][C:21]([C:27]4[CH:28]=[C:29]([Cl:34])[CH:30]=[C:31]([Cl:33])[CH:32]=4)([C:23]([F:26])([F:24])[F:25])[CH2:20][C:19]=3[CH:35]=2)=[CH:14][C:7]=1[NH:6][C:1](=[O:4])[CH2:2][CH3:3])#[N:10]. (6) Given the reactants [F:1][C:2]1[CH:7]=[CH:6][C:5]([C:8]2[CH:12]=[C:11]([CH2:13][N:14]3[C:26]4[C:25]5[N:24]=[CH:23][CH:22]=[CH:21][C:20]=5[N:19]=[CH:18][C:17]=4[N:16]=[C:15]3[CH2:27][CH2:28][CH3:29])[O:10][N:9]=2)=[CH:4][CH:3]=1.C1C=C(Cl)C=C(C(OO)=[O:38])C=1, predict the reaction product. The product is: [F:1][C:2]1[CH:7]=[CH:6][C:5]([C:8]2[CH:12]=[C:11]([CH2:13][N:14]3[C:26]4[C:25]5[N:24]=[CH:23][CH:22]=[CH:21][C:20]=5[N+:19]([O-:38])=[CH:18][C:17]=4[N:16]=[C:15]3[CH2:27][CH2:28][CH3:29])[O:10][N:9]=2)=[CH:4][CH:3]=1. (7) Given the reactants [C:1]1([S:7]([N:10]2[C:14]3=[N:15][CH:16]=[C:17]([CH3:19])[CH:18]=[C:13]3[CH:12]=[CH:11]2)(=[O:9])=[O:8])[CH:6]=[CH:5][CH:4]=[CH:3][CH:2]=1.[CH2:20]([Li])[CH2:21][CH2:22][CH3:23].[CH3:25][CH2:26][CH2:27]CCC.C1(C=[O:37])CCCC1, predict the reaction product. The product is: [C:1]1([S:7]([N:10]2[C:14]3=[N:15][CH:16]=[C:17]([CH3:19])[CH:18]=[C:13]3[CH:12]=[C:11]2[CH:20]([OH:37])[CH2:21][CH:22]2[CH2:23][CH2:27][CH2:26][CH2:25]2)(=[O:9])=[O:8])[CH:6]=[CH:5][CH:4]=[CH:3][CH:2]=1. (8) Given the reactants [NH:1]1[CH:5]=[CH:4][C:3]([C:6]2[N:11]=[C:10]([CH3:12])[C:9](Br)=[C:8]([CH3:14])[N:7]=2)=[N:2]1.[F:15][C:16]1[CH:21]=[C:20]([CH3:22])[CH:19]=[CH:18][C:17]=1B(O)O.C(=O)(O)[O-].[Na+], predict the reaction product. The product is: [NH:1]1[CH:5]=[CH:4][C:3]([C:6]2[N:11]=[C:10]([CH3:12])[C:9]([C:17]3[CH:18]=[CH:19][C:20]([CH3:22])=[CH:21][C:16]=3[F:15])=[C:8]([CH3:14])[N:7]=2)=[N:2]1. (9) Given the reactants Cl[C:2]1[C:3](=[O:17])[NH:4][C:5]2[C:10]([N:11]=1)=[CH:9][C:8]([C:12]([O:14][CH3:15])=[O:13])=[C:7]([F:16])[CH:6]=2.C[CH2:19][N:20](C(C)C)[CH:21]([CH3:23])[CH3:22].CNC(C)C, predict the reaction product. The product is: [F:16][C:7]1[CH:6]=[C:5]2[C:10]([N:11]=[C:2]([N:20]([CH3:19])[CH:21]([CH3:23])[CH3:22])[C:3](=[O:17])[NH:4]2)=[CH:9][C:8]=1[C:12]([O:14][CH3:15])=[O:13]. (10) Given the reactants Br[C:2]1[CH:3]=[C:4]([S:8]([NH2:11])(=[O:10])=[O:9])[CH:5]=[CH:6][CH:7]=1.[C:12]([C:15]1[S:19][C:18](B(O)O)=[CH:17][CH:16]=1)(=[O:14])[CH3:13].[F-].[K+], predict the reaction product. The product is: [C:12]([C:15]1[S:19][C:18]([C:2]2[CH:3]=[C:4]([S:8]([NH2:11])(=[O:10])=[O:9])[CH:5]=[CH:6][CH:7]=2)=[CH:17][CH:16]=1)(=[O:14])[CH3:13].